From a dataset of Catalyst prediction with 721,799 reactions and 888 catalyst types from USPTO. Predict which catalyst facilitates the given reaction. Product: [CH3:4][C:2]([O:5][C:6]([N:8]1[CH2:12][CH2:11][CH2:10][C@H:9]1[CH2:13][O:14][CH2:15][C:16]1[C:17]([C:30]2[CH:31]=[CH:32][CH:33]=[CH:34][CH:35]=2)=[N:18][C:19]2[C:24]([C:25]=1[C:26]([OH:28])=[O:27])=[CH:23][CH:22]=[CH:21][CH:20]=2)=[O:7])([CH3:1])[CH3:3]. Reactant: [CH3:1][C:2]([O:5][C:6]([N:8]1[CH2:12][CH2:11][CH2:10][C@H:9]1[CH2:13][O:14][CH2:15][C:16]1[C:17]([C:30]2[CH:35]=[CH:34][CH:33]=[CH:32][CH:31]=2)=[N:18][C:19]2[C:24]([C:25]=1[C:26]([O:28]C)=[O:27])=[CH:23][CH:22]=[CH:21][CH:20]=2)=[O:7])([CH3:4])[CH3:3].[Li+].[OH-]. The catalyst class is: 200.